Dataset: Full USPTO retrosynthesis dataset with 1.9M reactions from patents (1976-2016). Task: Predict the reactants needed to synthesize the given product. (1) Given the product [OH:1][C:2]1[CH:10]=[CH:9][C:8]([S:11]([N:14]2[CH2:19][CH2:18][CH2:17][CH2:16][CH2:15]2)(=[O:13])=[O:12])=[CH:7][C:3]=1[C:4]([NH:31][C:30]1[CH:29]=[CH:28][C:27]([O:1][CH:2]([CH3:10])[CH3:3])=[CH:33][CH:32]=1)=[O:6], predict the reactants needed to synthesize it. The reactants are: [OH:1][C:2]1[CH:10]=[CH:9][C:8]([S:11]([N:14]2[CH2:19][CH2:18][CH2:17][CH2:16][CH2:15]2)(=[O:13])=[O:12])=[CH:7][C:3]=1[C:4]([OH:6])=O.P(Cl)(Cl)Cl.C([C:27]1[CH:33]=[CH:32][C:30]([NH2:31])=[CH:29][CH:28]=1)(C)C. (2) Given the product [F:1][C:2]1[CH:10]=[CH:9][C:5]([C:6]([O:8][CH3:19])=[O:7])=[CH:4][C:3]=1[N+:11]([O-:13])=[O:12], predict the reactants needed to synthesize it. The reactants are: [F:1][C:2]1[CH:10]=[CH:9][C:5]([C:6]([OH:8])=[O:7])=[CH:4][C:3]=1[N+:11]([O-:13])=[O:12].OS(O)(=O)=O.[CH3:19]O. (3) Given the product [CH3:37][N:27]([CH2:26][C@@H:25]([NH:24][C:23]([N:19]1[CH2:20][CH2:21][CH2:22][C@@H:17]([C@H:8]([C:4]2[CH:3]=[CH:2][CH:7]=[CH:6][CH:5]=2)[O:9][CH2:10][CH2:11][NH:12][C:13](=[O:16])[O:14][CH3:15])[CH2:18]1)=[O:45])[CH2:38][CH:39]1[CH2:44][CH2:43][O:42][CH2:41][CH2:40]1)[C:28]([O:30][CH2:31][CH2:32][Si:33]([CH3:36])([CH3:35])[CH3:34])=[O:29], predict the reactants needed to synthesize it. The reactants are: Cl[C:2]1[CH:3]=[C:4]([C@@H:8]([C@@H:17]2[CH2:22][CH2:21][CH2:20][N:19]([C:23](=[O:45])[NH:24][C@@H:25]([CH2:38][CH:39]3[CH2:44][CH2:43][O:42][CH2:41][CH2:40]3)[CH2:26][N:27]([CH3:37])[C:28]([O:30][CH2:31][CH2:32][Si:33]([CH3:36])([CH3:35])[CH3:34])=[O:29])[CH2:18]2)[O:9][CH2:10][CH2:11][NH:12][C:13](=[O:16])[O:14][CH3:15])[CH:5]=[CH:6][CH:7]=1. (4) Given the product [CH3:57][O:58][C:59]1[CH:60]=[C:61]([CH:65]2[CH:67]([C:68]([OH:70])=[O:69])[C:66]2([CH3:74])[CH3:73])[CH:62]=[CH:63][CH:64]=1, predict the reactants needed to synthesize it. The reactants are: [I-].C([P+](C1C=CC=CC=1)(C1C=CC=CC=1)C1C=CC=CC=1)(C)C.C([Li])CCC.COC1C=C(/C=C/C(OCC)=O)C=CC=1.C(O)(=O)CC(CC(O)=O)(C(O)=O)O.[CH3:57][O:58][C:59]1[CH:60]=[C:61]([CH:65]2[CH:67]([C:68]([O:70]CC)=[O:69])[C:66]2([CH3:74])[CH3:73])[CH:62]=[CH:63][CH:64]=1.[Li+].[OH-].